Dataset: Forward reaction prediction with 1.9M reactions from USPTO patents (1976-2016). Task: Predict the product of the given reaction. (1) Given the reactants [CH:1]1([C:7]2([CH3:27])[N:11]([CH3:12])[C:10](=[O:13])[N:9]([CH2:14][C:15]([C:17]3[CH:22]=[CH:21][C:20]([N+:23]([O-])=O)=[CH:19][CH:18]=3)=[O:16])[C:8]2=[O:26])[CH2:6][CH2:5][CH2:4][CH2:3][CH2:2]1, predict the reaction product. The product is: [NH2:23][C:20]1[CH:21]=[CH:22][C:17]([C:15](=[O:16])[CH2:14][N:9]2[C:8](=[O:26])[C:7]([CH:1]3[CH2:2][CH2:3][CH2:4][CH2:5][CH2:6]3)([CH3:27])[N:11]([CH3:12])[C:10]2=[O:13])=[CH:18][CH:19]=1. (2) The product is: [CH3:12][O:10][C:9](=[O:11])[C:3]1[C:2]([Cl:1])=[C:7]([Cl:8])[CH:6]=[CH:5][N:4]=1. Given the reactants [Cl:1][C:2]1[C:3]([C:9]([OH:11])=[O:10])=[N:4][CH:5]=[CH:6][C:7]=1[Cl:8].[CH3:12]N(C)C=O.C(Cl)(=O)C(Cl)=O.CO, predict the reaction product. (3) Given the reactants C[C@@H]([C@@H]1[C@@]2(C)CCC/C(=C\[CH:20]=[C:21]3\[CH2:22][C@@H:23]([OH:28])[CH2:24][CH2:25][C:26]\3=C)/[C@@H]2CC1)/C=C/[C@@H](C(C)C)C.ClCCl.C[OH:34].[C:35]1([CH3:41])[CH:40]=[CH:39][CH:38]=C[CH:36]=1, predict the reaction product. The product is: [OH:34][CH2:36][C@H:35]([CH:40]1[C@:21]2([CH3:20])[CH:22]([CH:23]([OH:28])[CH2:24][CH2:25][CH2:26]2)[CH2:38][CH2:39]1)[CH3:41].